Task: Predict the reaction yield, written as a fraction of the theoretical maximum amount of product (1.0 means a 100% yield; for example, 0.34 means a 34% yield).. Dataset: Reaction yield outcomes from USPTO patents with 853,638 reactions (1) The reactants are CC1[N:7]=[C:6]([NH2:8])[CH:5]=[CH:4][CH:3]=1.[C:9]([O:12][C:13](=[O:15])[CH3:14])(=O)C.[Mn]([O-])(=O)(=O)=O.[K+]. The catalyst is O1CCCC1. The product is [NH2:8][C:6]1[N:7]=[C:14]([C:13]([O:12][CH3:9])=[O:15])[CH:3]=[CH:4][CH:5]=1. The yield is 0.180. (2) The reactants are Br[C:2]1[N:7]=[C:6]2[N:8]([CH2:13][CH2:14][O:15][CH3:16])[C:9](=[O:12])[CH2:10][NH:11][C:5]2=[N:4][CH:3]=1.[CH3:17][Sn:18]([CH3:24])([CH3:23])[Sn:18]([CH3:24])([CH3:23])[CH3:17]. The catalyst is O1CCOCC1.C(OCC)(=O)C.CCCCCC.[Pd].C1(P(C2C=CC=CC=2)C2C=CC=CC=2)C=CC=CC=1.C1(P(C2C=CC=CC=2)C2C=CC=CC=2)C=CC=CC=1.C1(P(C2C=CC=CC=2)C2C=CC=CC=2)C=CC=CC=1.C1(P(C2C=CC=CC=2)C2C=CC=CC=2)C=CC=CC=1. The product is [CH3:16][O:15][CH2:14][CH2:13][N:8]1[C:6]2=[N:7][C:2]([Sn:18]([CH3:24])([CH3:23])[CH3:17])=[CH:3][N:4]=[C:5]2[NH:11][CH2:10][C:9]1=[O:12]. The yield is 0.770. (3) The reactants are [Cl:1][C:2]1[CH:22]=[CH:21][C:5]2[NH:6][C:7](=[O:20])[CH:8]([CH2:12][C:13]3[CH:18]=[CH:17][CH:16]=[CH:15][C:14]=3[Cl:19])[NH:9][C:10](=[O:11])[C:4]=2[CH:3]=1.C(=O)([O-])[O-].[K+].[K+].[CH3:29][O:30][C:31]1[CH:38]=[CH:37][C:34]([CH2:35]Cl)=[CH:33][CH:32]=1.O. The catalyst is CN(C)C=O.C(OCC)(=O)C. The product is [Cl:1][C:2]1[CH:22]=[CH:21][C:5]2[N:6]([CH2:35][C:34]3[CH:37]=[CH:38][C:31]([O:30][CH3:29])=[CH:32][CH:33]=3)[C:7](=[O:20])[CH:8]([CH2:12][C:13]3[CH:18]=[CH:17][CH:16]=[CH:15][C:14]=3[Cl:19])[NH:9][C:10](=[O:11])[C:4]=2[CH:3]=1. The yield is 0.600. (4) The reactants are Br[C:2]1[CH:3]=[C:4]2[C:8](=[C:9]([C:11]([NH2:13])=[O:12])[CH:10]=1)[NH:7][CH:6]=[C:5]2[CH:14]1[CH2:19][CH2:18][N:17]([S:20]([CH2:23][CH3:24])(=[O:22])=[O:21])[CH2:16][CH2:15]1.[O-]P([O-])([O-])=O.[K+].[K+].[K+].[OH:33][CH2:34][C:35]1[CH:40]=[CH:39][C:38](B(O)O)=[CH:37][CH:36]=1. The catalyst is O1CCOCC1.O.C1C=CC([P]([Pd]([P](C2C=CC=CC=2)(C2C=CC=CC=2)C2C=CC=CC=2)([P](C2C=CC=CC=2)(C2C=CC=CC=2)C2C=CC=CC=2)[P](C2C=CC=CC=2)(C2C=CC=CC=2)C2C=CC=CC=2)(C2C=CC=CC=2)C2C=CC=CC=2)=CC=1. The product is [CH2:23]([S:20]([N:17]1[CH2:18][CH2:19][CH:14]([C:5]2[C:4]3[C:8](=[C:9]([C:11]([NH2:13])=[O:12])[CH:10]=[C:2]([C:38]4[CH:39]=[CH:40][C:35]([CH2:34][OH:33])=[CH:36][CH:37]=4)[CH:3]=3)[NH:7][CH:6]=2)[CH2:15][CH2:16]1)(=[O:22])=[O:21])[CH3:24]. The yield is 0.300. (5) The reactants are [Br:1][C:2]1[CH:7]=[CH:6][C:5]([C@@H:8]([NH:10][CH2:11][CH2:12][C:13]2([CH:18]([CH3:20])[CH3:19])OCC[O:14]2)[CH3:9])=[CH:4][CH:3]=1.Cl.C([O-])(O)=O.[Na+]. The catalyst is CO. The product is [Br:1][C:2]1[CH:3]=[CH:4][C:5]([C@@H:8]([NH:10][CH2:11][CH2:12][C:13](=[O:14])[CH:18]([CH3:20])[CH3:19])[CH3:9])=[CH:6][CH:7]=1. The yield is 0.970.